Predict the reaction yield, written as a fraction of the theoretical maximum amount of product (1.0 means a 100% yield; for example, 0.34 means a 34% yield). From a dataset of Reaction yield outcomes from USPTO patents with 853,638 reactions. (1) The reactants are [Cl:1][C:2]1[O:6][C:5]([C:7](OC)=[O:8])=[CH:4][C:3]=1[CH2:11][C:12]1[CH:17]=[CH:16][CH:15]=[C:14]([Cl:18])[CH:13]=1.CC(C[AlH]CC(C)C)C.[C@H](O)(C([O-])=O)[C@@H](O)C([O-])=O.[Na+].[K+].CCOC(C)=O. The product is [Cl:1][C:2]1[O:6][C:5]([CH2:7][OH:8])=[CH:4][C:3]=1[CH2:11][C:12]1[CH:17]=[CH:16][CH:15]=[C:14]([Cl:18])[CH:13]=1. The catalyst is C1(C)C=CC=CC=1. The yield is 0.840. (2) The reactants are [I:1][C:2]1[C:3]([S:11][C:12]2[NH:13][C:14]3[C:19]([N:20]=2)=[C:18]([NH2:21])[N:17]=[CH:16][N:15]=3)=[CH:4][C:5]2[O:9][CH2:8][CH2:7][C:6]=2[CH:10]=1.Br[CH2:23][CH2:24][CH2:25][NH:26][S:27]([C:29]([CH3:32])([CH3:31])[CH3:30])=[O:28].C([O-])([O-])=O.[Cs+].[Cs+]. The catalyst is CN(C=O)C. The product is [NH2:21][C:18]1[N:17]=[CH:16][N:15]=[C:14]2[C:19]=1[N:20]=[C:12]([S:11][C:3]1[C:2]([I:1])=[CH:10][C:6]3[CH2:7][CH2:8][O:9][C:5]=3[CH:4]=1)[N:13]2[CH2:23][CH2:24][CH2:25][NH:26][S:27]([C:29]([CH3:32])([CH3:31])[CH3:30])=[O:28]. The yield is 0.300. (3) The reactants are [CH2:1]([O:8][C:9](=[O:33])[C@@H:10]([NH:25]C(OC(C)(C)C)=O)[CH2:11][CH2:12][C:13]([C:15]1[CH:20]=[CH:19][C:18]([O:21][CH3:22])=[C:17]([O:23][CH3:24])[CH:16]=1)=O)[C:2]1[CH:7]=[CH:6][CH:5]=[CH:4][CH:3]=1.[C:34]([OH:40])([C:36]([F:39])([F:38])[F:37])=[O:35]. The catalyst is ClCCl. The product is [OH:40][C:34]([C:36]([F:39])([F:38])[F:37])=[O:35].[CH2:1]([O:8][C:9]([C@@H:10]1[CH2:11][CH2:12][C:13]([C:15]2[CH:20]=[CH:19][C:18]([O:21][CH3:22])=[C:17]([O:23][CH3:24])[CH:16]=2)=[N:25]1)=[O:33])[C:2]1[CH:7]=[CH:6][CH:5]=[CH:4][CH:3]=1. The yield is 0.910. (4) The product is [CH2:26]([C:19]1[N:18]=[C:17]([CH2:28][CH2:29][CH3:30])[N:16]([CH2:15][C:12]2[CH:11]=[CH:10][C:9]([C:4]3[C:3]([C:1]#[N:2])=[CH:8][CH:7]=[CH:6][CH:5]=3)=[CH:14][CH:13]=2)[C:21](=[O:22])[C:20]=1[C:23]([N:31]1[CH2:36][CH2:35][O:34][CH2:33][CH2:32]1)=[O:24])[CH3:27]. The reactants are [C:1]([C:3]1[CH:8]=[CH:7][CH:6]=[CH:5][C:4]=1[C:9]1[CH:14]=[CH:13][C:12]([CH2:15][N:16]2[C:21](=[O:22])[C:20]([C:23](O)=[O:24])=[C:19]([CH2:26][CH3:27])[N:18]=[C:17]2[CH2:28][CH2:29][CH3:30])=[CH:11][CH:10]=1)#[N:2].[NH:31]1[CH2:36][CH2:35][O:34][CH2:33][CH2:32]1.Cl.CN(C)CCCN=C=NCC.O.ON1C2C=CC=CC=2N=N1. The catalyst is CN(C)C=O.C(OCC)(=O)C.C(N(CC)CC)C. The yield is 0.890.